Dataset: Full USPTO retrosynthesis dataset with 1.9M reactions from patents (1976-2016). Task: Predict the reactants needed to synthesize the given product. (1) Given the product [CH3:14][S:11]([C:8]1[CH:7]=[C:3]([C:4]([OH:6])=[O:5])[C:2]([C:15]2[CH:20]=[CH:19][CH:18]=[CH:17][CH:16]=2)=[CH:10][CH:9]=1)(=[O:13])=[O:12], predict the reactants needed to synthesize it. The reactants are: I[C:2]1[CH:10]=[CH:9][C:8]([S:11]([CH3:14])(=[O:13])=[O:12])=[CH:7][C:3]=1[C:4]([OH:6])=[O:5].[C:15]1(B(O)O)[CH:20]=[CH:19][CH:18]=[CH:17][CH:16]=1.C(=O)([O-])[O-].[Na+].[Na+].Cl. (2) The reactants are: C1(O[C:8](=[O:16])[NH:9][C:10]2[S:11][C:12]([Br:15])=[CH:13][N:14]=2)C=CC=CC=1.[CH3:17][C:18]1[O:22][C:21]([CH2:23][NH2:24])=[CH:20][CH:19]=1.C(N(CC)CC)C. Given the product [Br:15][C:12]1[S:11][C:10]([NH:9][C:8]([NH:24][CH2:23][C:21]2[O:22][C:18]([CH3:17])=[CH:19][CH:20]=2)=[O:16])=[N:14][CH:13]=1, predict the reactants needed to synthesize it.